This data is from Full USPTO retrosynthesis dataset with 1.9M reactions from patents (1976-2016). The task is: Predict the reactants needed to synthesize the given product. (1) Given the product [Cl:21][C:16]1[CH:15]=[C:14]([N:11]2[C:12]([CH3:13])=[C:8]([C:6]([OH:7])=[O:5])[CH:9]=[N:10]2)[CH:19]=[CH:18][C:17]=1[F:20], predict the reactants needed to synthesize it. The reactants are: C([O:5][C:6]([C:8]1[CH:9]=[N:10][N:11]([C:14]2[CH:19]=[CH:18][C:17]([F:20])=[C:16]([Cl:21])[CH:15]=2)[C:12]=1[CH3:13])=[O:7])(C)(C)C.Cl.O1CCOCC1. (2) Given the product [C:1]([NH:9][C:10]1[N:14]([C@@H:15]2[CH2:16][CH2:17][C@H:18]([C:21]([O:23][CH3:24])=[O:22])[CH2:19][CH2:20]2)[C:13]2[CH:25]=[C:26]([CH2:29][N:37]3[C:38]([CH3:43])([CH3:42])[CH2:39][CH2:40][CH2:41][C:36]3([CH3:44])[CH3:35])[CH:27]=[CH:28][C:12]=2[N:11]=1)(=[O:8])[C:2]1[CH:3]=[CH:4][CH:5]=[CH:6][CH:7]=1, predict the reactants needed to synthesize it. The reactants are: [C:1]([NH:9][C:10]1[N:14]([C@@H:15]2[CH2:20][CH2:19][C@H:18]([C:21]([O:23][CH3:24])=[O:22])[CH2:17][CH2:16]2)[C:13]2[CH:25]=[C:26]([CH2:29]O)[CH:27]=[CH:28][C:12]=2[N:11]=1)(=[O:8])[C:2]1[CH:7]=[CH:6][CH:5]=[CH:4][CH:3]=1.S(Cl)(Cl)=O.[CH3:35][C:36]1([CH3:44])[CH2:41][CH2:40][CH2:39][C:38]([CH3:43])([CH3:42])[NH:37]1.